This data is from Forward reaction prediction with 1.9M reactions from USPTO patents (1976-2016). The task is: Predict the product of the given reaction. (1) Given the reactants [NH2:1][C:2]([CH3:7])=[CH:3][C:4](=O)[CH3:5].CO[C:10]1(OC)[CH2:14][CH2:13][CH2:12][N:11]1[CH3:15].C(O[Na])(C)(C)C.CC(O)(C)C, predict the reaction product. The product is: [CH3:15][N:11]1[C:10]2=[N:1][C:2]([CH3:7])=[CH:3][C:4]([CH3:5])=[C:14]2[CH2:13][CH2:12]1. (2) Given the reactants [NH2:1][C:2]1[CH:3]=[C:4]([NH:8][C:9](=[O:18])[O:10][CH2:11][C:12]2[CH:17]=[CH:16][CH:15]=[CH:14][CH:13]=2)[CH:5]=[CH:6][CH:7]=1, predict the reaction product. The product is: [CH:11]([C:12]1[CH:13]=[N:1][C:2]2[C:7]([CH:17]=1)=[CH:6][CH:5]=[C:4]([NH:8][C:9](=[O:18])[O:10][CH2:11][C:12]1[CH:13]=[CH:14][CH:15]=[CH:16][CH:17]=1)[CH:3]=2)=[O:10]. (3) Given the reactants [Cl:1][C:2]1[CH:7]=[CH:6][C:5]([OH:8])=[C:4]([C:9]2[C:14](Cl)=[C:13]([Cl:16])[N:12]=[C:11]([Cl:17])[N:10]=2)[CH:3]=1.Cl, predict the reaction product. The product is: [Cl:17][C:11]1[N:12]=[C:13]([Cl:16])[C:14]2[O:8][C:5]3[CH:6]=[CH:7][C:2]([Cl:1])=[CH:3][C:4]=3[C:9]=2[N:10]=1. (4) The product is: [CH2:1]([NH:3][C:4]1[C:9]([CH2:10][C:11]2[CH:16]=[C:15]([O:17][CH3:18])[C:14]([O:19][CH3:20])=[CH:13][C:12]=2[CH:21]([CH3:22])[CH3:23])=[CH:8][N:7]=[C:6]([S:33]([CH3:26])(=[O:35])=[O:32])[N:5]=1)[CH3:2]. Given the reactants [CH2:1]([NH:3][C:4]1[C:9]([CH2:10][C:11]2[CH:16]=[C:15]([O:17][CH3:18])[C:14]([O:19][CH3:20])=[CH:13][C:12]=2[CH:21]([CH3:23])[CH3:22])=[CH:8][N:7]=[C:6](SC)[N:5]=1)[CH3:2].[CH2:26]1COCC1.O[O:32][S:33]([O-:35])=O.[K+], predict the reaction product. (5) Given the reactants [CH2:1]([O:3][C:4](=[O:29])[CH2:5][C:6]1[CH:11]=[CH:10][C:9]([O:12][CH3:13])=[C:8]([O:14][C:15]2[CH:20]=[CH:19][C:18]([NH2:21])=[CH:17][C:16]=2[CH2:22][S:23][CH2:24][C:25]([F:28])([F:27])[F:26])[CH:7]=1)[CH3:2].[F:30][C:31]([F:42])([F:41])[C:32]1[CH:40]=[CH:39][C:35]([C:36](Cl)=[O:37])=[CH:34][CH:33]=1, predict the reaction product. The product is: [CH2:1]([O:3][C:4](=[O:29])[CH2:5][C:6]1[CH:11]=[CH:10][C:9]([O:12][CH3:13])=[C:8]([O:14][C:15]2[CH:20]=[CH:19][C:18]([NH:21][C:36](=[O:37])[C:35]3[CH:39]=[CH:40][C:32]([C:31]([F:30])([F:41])[F:42])=[CH:33][CH:34]=3)=[CH:17][C:16]=2[CH2:22][S:23][CH2:24][C:25]([F:26])([F:27])[F:28])[CH:7]=1)[CH3:2].